The task is: Predict the reaction yield, written as a fraction of the theoretical maximum amount of product (1.0 means a 100% yield; for example, 0.34 means a 34% yield).. This data is from Reaction yield outcomes from USPTO patents with 853,638 reactions. (1) The product is [CH2:2]([CH:3]([O:6][C:10]1[N:15]2[N:16]=[CH:17][C:18]([C:19]3[C:20]([CH3:27])=[CH:21][C:22]([CH3:26])=[CH:23][C:24]=3[CH3:25])=[C:14]2[N:13]=[C:12]([CH3:28])[CH:11]=1)[CH2:4][CH3:5])[CH3:1]. The yield is 0.880. The reactants are [CH3:1][CH2:2][CH:3]([OH:6])[CH2:4][CH3:5].[H-].[Na+].Cl[C:10]1[N:15]2[N:16]=[CH:17][C:18]([C:19]3[C:24]([CH3:25])=[CH:23][C:22]([CH3:26])=[CH:21][C:20]=3[CH3:27])=[C:14]2[N:13]=[C:12]([CH3:28])[CH:11]=1. The catalyst is C1COCC1. (2) The reactants are [CH:1]([O:8][CH2:9][CH3:10])([O:5][CH2:6][CH3:7])OCC.B(F)(F)F.CCOCC.[O:20]=[C:21]1[C:42]2[C:37](=[CH:38][CH:39]=[CH:40][CH:41]=2)[O:36][C:23]2([CH2:28][CH2:27][N:26]([C:29]([O:31][C:32]([CH3:35])([CH3:34])[CH3:33])=[O:30])[CH2:25][CH2:24]2)[CH2:22]1.C(N(C(C)C)C(C)C)C.C(=O)(O)[O-].[Na+]. The catalyst is ClCCl. The product is [CH2:9]([O:8][CH:1]([O:5][CH2:6][CH3:7])[CH:22]1[C:23]2([CH2:24][CH2:25][N:26]([C:29]([O:31][C:32]([CH3:34])([CH3:33])[CH3:35])=[O:30])[CH2:27][CH2:28]2)[O:36][C:37]2[C:42](=[CH:41][CH:40]=[CH:39][CH:38]=2)[C:21]1=[O:20])[CH3:10]. The yield is 0.910. (3) The reactants are [C:1]([O:5][C:6](=[O:13])[CH2:7][O:8][CH2:9][CH2:10][CH2:11][OH:12])([CH3:4])([CH3:3])[CH3:2].C(N(CC)CC)C.[Cl-].[NH4+]. The catalyst is CS(C)=O. The product is [C:1]([O:5][C:6](=[O:13])[CH2:7][O:8][CH2:9][CH2:10][CH:11]=[O:12])([CH3:4])([CH3:2])[CH3:3]. The yield is 0.630. (4) The reactants are [Cl:1][C:2]1[CH:3]=[C:4]2[C:9](=[CH:10][C:11]=1[O:12][Si](C)(C)C)[O:8][CH2:7][CH2:6][C:5]2(O[Si](C)(C)C)[C:17]#N.[OH2:24].[OH2:25].[Sn](Cl)Cl.Cl.C(OC(C)C)(=O)C. The catalyst is O.C(O)(=O)C. The product is [Cl:1][C:2]1[CH:3]=[C:4]2[C:9](=[CH:10][C:11]=1[OH:12])[O:8][CH2:7][CH2:6][CH:5]2[C:17]([OH:25])=[O:24]. The yield is 1.25.